This data is from Peptide-MHC class I binding affinity with 185,985 pairs from IEDB/IMGT. The task is: Regression. Given a peptide amino acid sequence and an MHC pseudo amino acid sequence, predict their binding affinity value. This is MHC class I binding data. (1) The peptide sequence is IPQSLDSYWTSL. The MHC is H-2-Ld with pseudo-sequence H-2-Ld. The binding affinity (normalized) is 0.843. (2) The MHC is HLA-B40:01 with pseudo-sequence HLA-B40:01. The binding affinity (normalized) is 0.0847. The peptide sequence is ISDPAFKVF.